Dataset: Retrosynthesis with 50K atom-mapped reactions and 10 reaction types from USPTO. Task: Predict the reactants needed to synthesize the given product. (1) Given the product O=C1OC2(CCN(C(=O)c3cn(Cc4cc(F)cc(F)c4)c4cc(Cl)ccc34)CC2)c2ccc(Br)cc21, predict the reactants needed to synthesize it. The reactants are: Fc1cc(F)cc(CCl)c1.O=C1OC2(CCN(C(=O)c3c[nH]c4cc(Cl)ccc34)CC2)c2ccc(Br)cc21. (2) Given the product Cc1cc(C)c2c(C#N)c(/C=C/C(=O)Nc3ccc(Cl)cc3)n([C@H]3CCCc4ccccc43)c2n1, predict the reactants needed to synthesize it. The reactants are: Cc1cc(C)c2c(C#N)c(/C=C/C(=O)O)n([C@H]3CCCc4ccccc43)c2n1.Nc1ccc(Cl)cc1. (3) Given the product NC(=O)c1sc(-n2cnc3cnc(Cl)cc32)cc1OCc1ccccc1C(F)(F)F, predict the reactants needed to synthesize it. The reactants are: COC(=O)c1sc(-n2cnc3cnc(Cl)cc32)cc1OCc1ccccc1C(F)(F)F.N. (4) Given the product C#CCOc1ccc(NCc2ccccc2)c(C(=O)c2ccc(C3CC3)cc2)c1, predict the reactants needed to synthesize it. The reactants are: C#CCOc1ccc(N)c(C(=O)c2ccc(C3CC3)cc2)c1.O=Cc1ccccc1. (5) Given the product O=C(O)c1cccc(CBr)c1, predict the reactants needed to synthesize it. The reactants are: Cc1cccc(C(=O)O)c1.O=C1CCC(=O)N1Br. (6) Given the product COc1ccc(CC2c3cc(OCC4CC4)c(OC)cc3CCN2CC(=O)NC2CCc3ccccc32)cc1OC, predict the reactants needed to synthesize it. The reactants are: BrCC1CC1.COc1cc2c(cc1O)C(Cc1ccc(OC)c(OC)c1)N(CC(=O)NC1CCc3ccccc31)CC2. (7) Given the product CC(C)(C)OC(=O)N1CCC(Oc2ccc3c(-c4c(-c5ccccn5)nn5c4CCC5)ccnc3c2)CC1, predict the reactants needed to synthesize it. The reactants are: CC(C)(C)OC(=O)N1CCC(Br)CC1.Oc1ccc2c(-c3c(-c4ccccn4)nn4c3CCC4)ccnc2c1. (8) Given the product COc1cccc(C(=O)c2cn(-c3cccc(-c4ccccc4OC(F)(F)F)c3)cn2)c1, predict the reactants needed to synthesize it. The reactants are: CON(C)C(=O)c1cn(-c2cccc(-c3ccccc3OC(F)(F)F)c2)cn1.COc1cccc(Br)c1. (9) The reactants are: CCOC(=O)c1csc(-c2nc3c(C#N)c(C)c(-c4ccccc4)c(F)c3o2)n1.CN(C)[C@H]1CCNC1. Given the product CCOC(=O)c1csc(-c2nc3c(C#N)c(C)c(-c4ccccc4)c(N4CC[C@H](N(C)C)C4)c3o2)n1, predict the reactants needed to synthesize it. (10) Given the product O=C(NCCc1c[nH]c2ccc(Cl)cc12)c1cccc(Cc2ccc(F)cc2)c1, predict the reactants needed to synthesize it. The reactants are: O=C(NCCc1c[nH]c2ccc(Cl)cc12)c1cccc(CCl)c1.OB(O)c1ccc(F)cc1.